Predict the reactants needed to synthesize the given product. From a dataset of Full USPTO retrosynthesis dataset with 1.9M reactions from patents (1976-2016). (1) Given the product [ClH:14].[CH3:1][O:2][C:3]1[CH:4]=[C:5]([C:9]2([C:12](=[NH:13])[O:17][CH3:15])[CH2:11][CH2:10]2)[CH:6]=[CH:7][CH:8]=1, predict the reactants needed to synthesize it. The reactants are: [CH3:1][O:2][C:3]1[CH:4]=[C:5]([C:9]2([C:12]#[N:13])[CH2:11][CH2:10]2)[CH:6]=[CH:7][CH:8]=1.[ClH:14].[CH2:15]([OH:17])C. (2) The reactants are: Cl[C:2]1[N:7]=[C:6]([Cl:8])[CH:5]=[CH:4][N:3]=1.[CH3:9][C:10]1[N:11]=[CH:12][NH:13][C:14]=1[CH3:15].O. Given the product [Cl:8][C:6]1[CH:5]=[CH:4][N:3]=[C:2]([N:11]2[C:10]([CH3:9])=[C:14]([CH3:15])[N:13]=[CH:12]2)[N:7]=1, predict the reactants needed to synthesize it. (3) Given the product [CH3:1][S:2]([C:5]1[CH:6]=[CH:7][C:8]([C:11]2[C:12]([O:22][C:23]3[CH:28]=[CH:27][C:26]([O:29][CH2:30][CH2:31][N:32]4[CH2:37][CH2:36][CH2:35][CH2:34][CH2:33]4)=[CH:25][CH:24]=3)=[C:13]3[C:18](=[CH:19][CH:20]=2)[CH:17]=[C:16]([O:21][C:47](=[O:48])[NH:46][CH3:45])[CH:15]=[CH:14]3)=[CH:9][CH:10]=1)(=[O:4])=[O:3], predict the reactants needed to synthesize it. The reactants are: [CH3:1][S:2]([C:5]1[CH:10]=[CH:9][C:8]([C:11]2[C:12]([O:22][C:23]3[CH:28]=[CH:27][C:26]([O:29][CH2:30][CH2:31][N:32]4[CH2:37][CH2:36][CH2:35][CH2:34][CH2:33]4)=[CH:25][CH:24]=3)=[C:13]3[C:18](=[CH:19][CH:20]=2)[CH:17]=[C:16]([OH:21])[CH:15]=[CH:14]3)=[CH:7][CH:6]=1)(=[O:4])=[O:3].C(N(CC)CC)C.[CH3:45][N:46]=[C:47]=[O:48].C(=O)(O)[O-].[Na+]. (4) Given the product [OH:1][CH2:2][CH:3]1[CH2:7][N:6]([C:10]2[CH:19]=[C:18]3[C:13]([CH:14]=[C:15]([C:21]4[CH:26]=[CH:25][CH:24]=[CH:23][C:22]=4[C:27]([F:29])([F:28])[F:30])[NH:16][C:17]3=[O:20])=[CH:12][CH:11]=2)[C:5](=[O:8])[CH2:4]1, predict the reactants needed to synthesize it. The reactants are: [OH:1][CH2:2][CH:3]1[CH2:7][NH:6][C:5](=[O:8])[CH2:4]1.I[C:10]1[CH:19]=[C:18]2[C:13]([CH:14]=[C:15]([C:21]3[CH:26]=[CH:25][CH:24]=[CH:23][C:22]=3[C:27]([F:30])([F:29])[F:28])[NH:16][C:17]2=[O:20])=[CH:12][CH:11]=1. (5) The reactants are: [Cl:1][C:2]1[CH:3]=[C:4]2[C:8](=[CH:9][CH:10]=1)[NH:7][CH:6]=[C:5]2[C:11]1[CH:16]=[CH:15][C:14]([Cl:17])=[C:13]([Cl:18])[CH:12]=1.[C:19]([NH:26][CH2:27][C:28](O)=[O:29])([O:21][C:22]([CH3:25])([CH3:24])[CH3:23])=[O:20].C1CN([P+](ON2N=NC3C=CC=CC2=3)(N2CCCC2)N2CCCC2)CC1.F[P-](F)(F)(F)(F)F.C(N(CC)CC)C. Given the product [Cl:1][C:2]1[CH:3]=[C:4]2[C:8](=[CH:9][CH:10]=1)[N:7]([C:28](=[O:29])[CH2:27][NH:26][C:19](=[O:20])[O:21][C:22]([CH3:23])([CH3:24])[CH3:25])[CH:6]=[C:5]2[C:11]1[CH:16]=[CH:15][C:14]([Cl:17])=[C:13]([Cl:18])[CH:12]=1, predict the reactants needed to synthesize it.